This data is from TCR-epitope binding with 47,182 pairs between 192 epitopes and 23,139 TCRs. The task is: Binary Classification. Given a T-cell receptor sequence (or CDR3 region) and an epitope sequence, predict whether binding occurs between them. (1) Result: 1 (the TCR binds to the epitope). The epitope is TLIGDCATV. The TCR CDR3 sequence is CASSLITSRYNEQFF. (2) The epitope is FIAGLIAIV. The TCR CDR3 sequence is CASSYLKMETQYF. Result: 1 (the TCR binds to the epitope). (3) The epitope is FVRATATIPI. The TCR CDR3 sequence is CASSQVGDTQYF. Result: 0 (the TCR does not bind to the epitope). (4) The epitope is LLMPILTLT. The TCR CDR3 sequence is CASSSLAFF. Result: 1 (the TCR binds to the epitope). (5) The epitope is FVRATATIPI. The TCR CDR3 sequence is CSVDQDTQYF. Result: 0 (the TCR does not bind to the epitope). (6) The epitope is FADDLNQLTGY. The TCR CDR3 sequence is CASTLAGGGSYEQFF. Result: 0 (the TCR does not bind to the epitope). (7) The epitope is RLQSLQTYV. The TCR CDR3 sequence is CASSQGSAGNQPQHF. Result: 0 (the TCR does not bind to the epitope).